This data is from NCI-60 drug combinations with 297,098 pairs across 59 cell lines. The task is: Regression. Given two drug SMILES strings and cell line genomic features, predict the synergy score measuring deviation from expected non-interaction effect. (1) Drug 1: CC12CCC3C(C1CCC2=O)CC(=C)C4=CC(=O)C=CC34C. Drug 2: CN1C2=C(C=C(C=C2)N(CCCl)CCCl)N=C1CCCC(=O)O.Cl. Cell line: HL-60(TB). Synergy scores: CSS=73.0, Synergy_ZIP=-2.47, Synergy_Bliss=2.49, Synergy_Loewe=-4.07, Synergy_HSA=0.243. (2) Drug 1: COC1=CC(=CC(=C1O)OC)C2C3C(COC3=O)C(C4=CC5=C(C=C24)OCO5)OC6C(C(C7C(O6)COC(O7)C8=CC=CS8)O)O. Drug 2: CC(C)NC(=O)C1=CC=C(C=C1)CNNC.Cl. Cell line: UO-31. Synergy scores: CSS=13.6, Synergy_ZIP=-4.57, Synergy_Bliss=0.879, Synergy_Loewe=-6.57, Synergy_HSA=1.55. (3) Drug 2: CNC(=O)C1=NC=CC(=C1)OC2=CC=C(C=C2)NC(=O)NC3=CC(=C(C=C3)Cl)C(F)(F)F. Synergy scores: CSS=25.3, Synergy_ZIP=-24.3, Synergy_Bliss=-40.3, Synergy_Loewe=-32.1, Synergy_HSA=-32.3. Drug 1: C1CN1C2=NC(=NC(=N2)N3CC3)N4CC4. Cell line: HCT116. (4) Drug 1: CCC1=CC2CC(C3=C(CN(C2)C1)C4=CC=CC=C4N3)(C5=C(C=C6C(=C5)C78CCN9C7C(C=CC9)(C(C(C8N6C)(C(=O)OC)O)OC(=O)C)CC)OC)C(=O)OC.C(C(C(=O)O)O)(C(=O)O)O. Drug 2: CC1=C(C(=CC=C1)Cl)NC(=O)C2=CN=C(S2)NC3=CC(=NC(=N3)C)N4CCN(CC4)CCO. Cell line: MCF7. Synergy scores: CSS=21.2, Synergy_ZIP=2.23, Synergy_Bliss=3.41, Synergy_Loewe=-5.57, Synergy_HSA=-1.87. (5) Drug 1: CC1=C2C(C(=O)C3(C(CC4C(C3C(C(C2(C)C)(CC1OC(=O)C(C(C5=CC=CC=C5)NC(=O)C6=CC=CC=C6)O)O)OC(=O)C7=CC=CC=C7)(CO4)OC(=O)C)O)C)OC(=O)C. Drug 2: C1=CC=C(C(=C1)C(C2=CC=C(C=C2)Cl)C(Cl)Cl)Cl. Cell line: PC-3. Synergy scores: CSS=1.06, Synergy_ZIP=0.662, Synergy_Bliss=1.99, Synergy_Loewe=-0.261, Synergy_HSA=0.158. (6) Drug 1: CN(CCCl)CCCl.Cl. Drug 2: CC1C(C(CC(O1)OC2CC(CC3=C2C(=C4C(=C3O)C(=O)C5=C(C4=O)C(=CC=C5)OC)O)(C(=O)CO)O)N)O.Cl. Cell line: UO-31. Synergy scores: CSS=63.5, Synergy_ZIP=-10.1, Synergy_Bliss=-4.76, Synergy_Loewe=-2.20, Synergy_HSA=-0.644.